This data is from Reaction yield outcomes from USPTO patents with 853,638 reactions. The task is: Predict the reaction yield, written as a fraction of the theoretical maximum amount of product (1.0 means a 100% yield; for example, 0.34 means a 34% yield). (1) The reactants are [C:1]([O:5][C:6](=[O:14])[NH:7][CH:8]1[CH2:13][CH2:12][NH:11][CH2:10][CH2:9]1)([CH3:4])([CH3:3])[CH3:2].Cl[C:16]1[CH:21]=[CH:20][N:19]=[C:18]2[NH:22][C:23](=[O:25])[CH2:24][C:17]=12.C(N(CC)CC)C.C([OH:37])CCC. No catalyst specified. The product is [C:1]([O:5][C:6](=[O:14])[NH:7][CH:8]1[CH2:13][CH2:12][N:11]([C:16]2[CH:21]=[CH:20][N:19]=[C:18]3[NH:22][C:23](=[O:25])[C:24](=[O:37])[C:17]=23)[CH2:10][CH2:9]1)([CH3:4])([CH3:2])[CH3:3]. The yield is 0.240. (2) The reactants are [Cl:1][C:2]1[CH:3]=[C:4]2[C:9](=[CH:10][CH:11]=1)[N:8]=[C:7]([NH:12][C:13](=[O:17])OCC)[C:6]([O:18][CH3:19])=[N:5]2.[N:20]1[CH:25]=[CH:24][CH:23]=[N:22][C:21]=1[N:26]1[CH2:31][CH2:30][NH:29][CH2:28][CH2:27]1. No catalyst specified. The product is [Cl:1][C:2]1[CH:3]=[C:4]2[C:9](=[CH:10][CH:11]=1)[N:8]=[C:7]([NH:12][C:13]([N:29]1[CH2:30][CH2:31][N:26]([C:21]3[N:20]=[CH:25][CH:24]=[CH:23][N:22]=3)[CH2:27][CH2:28]1)=[O:17])[C:6]([O:18][CH3:19])=[N:5]2. The yield is 0.900. (3) The reactants are Br[C:2]1[CH:3]=[C:4]([C:8]([O:10][CH3:11])=[O:9])[O:5][C:6]=1[CH3:7].[CH3:12][N:13]1[C:17](B2OC(C)(C)C(C)(C)O2)=[CH:16][CH:15]=[N:14]1.[O-]P([O-])([O-])=O.[K+].[K+].[K+]. The catalyst is O1CCOCC1.C1C=CC(/C=C/C(/C=C/C2C=CC=CC=2)=O)=CC=1.C1C=CC(/C=C/C(/C=C/C2C=CC=CC=2)=O)=CC=1.C1C=CC(/C=C/C(/C=C/C2C=CC=CC=2)=O)=CC=1.[Pd].[Pd].P(OC)(OC)OC. The product is [CH3:7][C:6]1[O:5][C:4]([C:8]([O:10][CH3:11])=[O:9])=[CH:3][C:2]=1[C:17]1[N:13]([CH3:12])[N:14]=[CH:15][CH:16]=1. The yield is 0.850. (4) The reactants are [C:1]1([C:7]2[O:11][C:10]([C:12]([NH:14][NH2:15])=O)=[CH:9][CH:8]=2)[CH:6]=[CH:5][CH:4]=[CH:3][CH:2]=1.Cl.[C:17](N)(=[NH:19])[CH3:18].[OH-].[Na+].O. The catalyst is C1COCC1. The product is [CH3:18][C:17]1[NH:15][N:14]=[C:12]([C:10]2[O:11][C:7]([C:1]3[CH:6]=[CH:5][CH:4]=[CH:3][CH:2]=3)=[CH:8][CH:9]=2)[N:19]=1. The yield is 0.130. (5) The reactants are [Na+].[C:2]1([CH3:11])[CH:7]=[CH:6][C:5]([S:8]([O-:10])=[O:9])=[CH:4][CH:3]=1.[CH2:12]([C:16](=[CH2:19])[CH:17]=[O:18])[CH2:13][CH2:14][CH3:15]. The catalyst is C(O)(=O)C.O. The product is [CH3:11][C:2]1[CH:7]=[CH:6][C:5]([S:8]([CH2:19][CH:16]([CH2:12][CH2:13][CH2:14][CH3:15])[CH:17]=[O:18])(=[O:10])=[O:9])=[CH:4][CH:3]=1. The yield is 0.750. (6) The reactants are [C:1]([N:8]1[CH:12]=[CH:11][N:10]=[CH:9]1)(N1C=CN=C1)=[O:2].[NH2:13][CH2:14][C:15]1[N:20]=[C:19]([C:21]#[C:22][C:23]2[C:24]([NH:29][C:30]3[CH:35]=[CH:34][C:33]([O:36][CH2:37][C:38]4[CH:43]=[CH:42][CH:41]=[C:40]([F:44])[CH:39]=4)=[C:32]([Cl:45])[CH:31]=3)=[N:25][CH:26]=[N:27][CH:28]=2)[CH:18]=[CH:17][CH:16]=1.C(O)(C(F)(F)F)=O.CCN(C(C)C)C(C)C.N1(CCN)C[CH2:66][O:65][CH2:64][CH2:63]1. The catalyst is C(Cl)(Cl)Cl.CO.O.O. The product is [Cl:45][C:32]1[CH:31]=[C:30]([CH:35]=[CH:34][C:33]=1[O:36][CH2:37][C:38]1[CH:43]=[CH:42][CH:41]=[C:40]([F:44])[CH:39]=1)[NH:29][C:24]1[C:23]([C:22]#[C:21][C:19]2[N:20]=[C:15]([CH2:14][NH:13][C:1]([NH:8][CH2:12][CH2:11][N:10]3[CH2:9][CH2:66][O:65][CH2:64][CH2:63]3)=[O:2])[CH:16]=[CH:17][CH:18]=2)=[CH:28][N:27]=[CH:26][N:25]=1. The yield is 0.600.